This data is from Catalyst prediction with 721,799 reactions and 888 catalyst types from USPTO. The task is: Predict which catalyst facilitates the given reaction. (1) Reactant: [CH2:1]([NH2:8])[C:2]1[CH:7]=[CH:6][CH:5]=[CH:4][CH:3]=1.CCN(CC)CC.Br[CH2:17][CH2:18][Si:19]([CH2:22][CH2:23]Br)([CH3:21])[CH3:20].[OH-].[Na+]. Product: [CH2:1]([N:8]1[CH2:23][CH2:22][Si:19]([CH3:21])([CH3:20])[CH2:18][CH2:17]1)[C:2]1[CH:7]=[CH:6][CH:5]=[CH:4][CH:3]=1. The catalyst class is: 22. (2) Reactant: [NH2:1][CH2:2][CH2:3][O:4][CH2:5][CH2:6][O:7][CH2:8][CH2:9][NH:10][C:11](=[O:42])[CH2:12][CH2:13][CH2:14][CH2:15][CH2:16][CH2:17][CH2:18][CH2:19][CH2:20][CH2:21][S:22][C:23]([C:36]1[CH:41]=[CH:40][CH:39]=[CH:38][CH:37]=1)([C:30]1[CH:35]=[CH:34][CH:33]=[CH:32][CH:31]=1)[C:24]1[CH:29]=[CH:28][CH:27]=[CH:26][CH:25]=1.Cl.CN(C)CCCN=C=NCC.[N+:55]([C:58]1[CH:63]=[C:62]([N+:64]([O-:66])=[O:65])[CH:61]=[CH:60][C:59]=1[NH:67][CH2:68][C:69](O)=[O:70])([O-:57])=[O:56]. Product: [N+:55]([C:58]1[CH:63]=[C:62]([N+:64]([O-:66])=[O:65])[CH:61]=[CH:60][C:59]=1[NH:67][CH2:68][C:69]([NH:1][CH2:2][CH2:3][O:4][CH2:5][CH2:6][O:7][CH2:8][CH2:9][NH:10][C:11](=[O:42])[CH2:12][CH2:13][CH2:14][CH2:15][CH2:16][CH2:17][CH2:18][CH2:19][CH2:20][CH2:21][S:22][C:23]([C:36]1[CH:37]=[CH:38][CH:39]=[CH:40][CH:41]=1)([C:30]1[CH:31]=[CH:32][CH:33]=[CH:34][CH:35]=1)[C:24]1[CH:29]=[CH:28][CH:27]=[CH:26][CH:25]=1)=[O:70])([O-:57])=[O:56]. The catalyst class is: 4.